From a dataset of Tyrosyl-DNA phosphodiesterase HTS with 341,365 compounds. Binary Classification. Given a drug SMILES string, predict its activity (active/inactive) in a high-throughput screening assay against a specified biological target. (1) The molecule is s1c2c(CCC2)c(c1NC(=O)CN1CCOCC1)C(=O)N. The result is 0 (inactive). (2) The drug is S(=O)(=O)(C(C)(C)C)c1c(n2ncc(c2nc1)c1ccsc1)N. The result is 0 (inactive).